From a dataset of Catalyst prediction with 721,799 reactions and 888 catalyst types from USPTO. Predict which catalyst facilitates the given reaction. (1) Reactant: [CH2:1]([O:3][C:4]1[CH:5]=[C:6]([CH:10]=[CH:11][N:12]=1)[C:7]([OH:9])=O)[CH3:2].C(Cl)(=O)C(Cl)=O.C(N(CC)CC)C.[CH:26]([NH:29][CH:30]([CH3:32])[CH3:31])([CH3:28])[CH3:27].C([O-])(O)=O.[Na+]. Product: [CH2:1]([O:3][C:4]1[CH:5]=[C:6]([CH:10]=[CH:11][N:12]=1)[C:7]([N:29]([CH:30]([CH3:32])[CH3:31])[CH:26]([CH3:28])[CH3:27])=[O:9])[CH3:2]. The catalyst class is: 59. (2) Reactant: [OH:1][CH2:2][CH2:3][CH2:4][O:5][C:6]1[C:34]([O:35][CH3:36])=[CH:33][C:9]2[N:10]([C:13]3[S:17][C:16]([C:18]([NH2:20])=O)=[C:15]([O:21][CH2:22][C:23]4[CH:28]=[CH:27][CH:26]=[CH:25][C:24]=4[C:29]([F:32])([F:31])[F:30])[CH:14]=3)[CH:11]=[N:12][C:8]=2[CH:7]=1. Product: [OH:1][CH2:2][CH2:3][CH2:4][O:5][C:6]1[C:34]([O:35][CH3:36])=[CH:33][C:9]2[N:10]([C:13]3[S:17][C:16]([C:18]#[N:20])=[C:15]([O:21][CH2:22][C:23]4[CH:28]=[CH:27][CH:26]=[CH:25][C:24]=4[C:29]([F:31])([F:32])[F:30])[CH:14]=3)[CH:11]=[N:12][C:8]=2[CH:7]=1. The catalyst class is: 376. (3) Reactant: [CH3:1][O:2][C:3]([CH:5]1[CH:10](O)[C:9]([CH3:13])([CH3:12])[CH2:8][N:7]([C:14](=[O:22])[C:15]2[CH:20]=[CH:19][C:18]([F:21])=[CH:17][CH:16]=2)[CH2:6]1)=[O:4].C(N(CC)CC)C.CS(Cl)(=O)=O.C1CCN2C(=NCCC2)CC1. Product: [CH3:1][O:2][C:3]([C:5]1[CH2:6][N:7]([C:14](=[O:22])[C:15]2[CH:20]=[CH:19][C:18]([F:21])=[CH:17][CH:16]=2)[CH2:8][C:9]([CH3:13])([CH3:12])[CH:10]=1)=[O:4]. The catalyst class is: 2. (4) The catalyst class is: 3. Reactant: [CH:1]1[C:6]2[CH2:7][C@H:8]3[N:13]([CH2:14][CH:15]4C[CH2:16]4)[CH2:12][CH2:11][C@:10]45[C@H:18]([C:20]([CH2:22][CH2:23][C@@:9]34[OH:24])=[O:21])[O:19][C:4]([C:5]=25)=[C:3]([OH:25])[CH:2]=1.Cl.C([O-])(O)=O.[Na+].C(Br)C#C.C([O-])([O-])=O.[Na+].[Na+]. Product: [CH2:14]([N:13]1[CH2:12][CH2:11][C@:10]23[C:5]4[C:4]5[O:19][C@H:18]2[C:20](=[O:21])[CH2:22][CH2:23][C@@:9]3([OH:24])[C@H:8]1[CH2:7][C:6]=4[CH:1]=[CH:2][C:3]=5[OH:25])[C:15]#[CH:16]. (5) Reactant: I[C:2]1[N:25](S(C2C=CC=CC=2)(=O)=O)[C:5]2=[N:6][CH:7]=[CH:8][C:9]([C:10]3[CH:11]=[CH:12][C:13]([O:18][CH:19]4[CH2:24][CH2:23][O:22][CH2:21][CH2:20]4)=[C:14]([CH:17]=3)[C:15]#[N:16])=[C:4]2[CH:3]=1.[Cu][C:36]#[N:37].ClCCl.C([O-])([O-])=O.[Cs+].[Cs+]. Product: [C:15]([C:14]1[CH:17]=[C:10]([C:9]2[CH:8]=[CH:7][N:6]=[C:5]3[NH:25][C:2]([C:36]#[N:37])=[CH:3][C:4]=23)[CH:11]=[CH:12][C:13]=1[O:18][CH:19]1[CH2:20][CH2:21][O:22][CH2:23][CH2:24]1)#[N:16]. The catalyst class is: 450. (6) Reactant: [C:1](O)(=[O:3])[CH3:2].F[B-](F)(F)F.N1(OC(N(C)C)=[N+](C)C)C2C=CC=CC=2N=N1.C(N(C(C)C)CC)(C)C.[Cl:36][C:37]1[CH:42]=[CH:41][C:40]([C:43]#[C:44][CH:45]2[CH2:50][CH2:49][NH:48][CH2:47][CH2:46]2)=[CH:39][C:38]=1[C:51]1[N:60]=[CH:59][C:58]2[CH2:57][CH2:56][C:55]3[N:61]=[C:62]([NH:64][C:65](=[O:67])[CH3:66])[S:63][C:54]=3[C:53]=2[N:52]=1. Product: [C:1]([N:48]1[CH2:47][CH2:46][CH:45]([C:44]#[C:43][C:40]2[CH:41]=[CH:42][C:37]([Cl:36])=[C:38]([C:51]3[N:60]=[CH:59][C:58]4[CH2:57][CH2:56][C:55]5[N:61]=[C:62]([NH:64][C:65](=[O:67])[CH3:66])[S:63][C:54]=5[C:53]=4[N:52]=3)[CH:39]=2)[CH2:50][CH2:49]1)(=[O:3])[CH3:2]. The catalyst class is: 4. (7) Reactant: [O:1]1[C:5]2[CH:6]=[CH:7][C:8]([C:10]3[S:11][CH:12]=[C:13]([C:15]([OH:17])=O)[N:14]=3)=[CH:9][C:4]=2[CH2:3][CH2:2]1.[NH2:18][C:19]1[S:23][C:22]([N:24]2[CH2:29][CH2:28][CH:27]([C:30]([O:32][CH2:33][CH3:34])=[O:31])[CH2:26][CH2:25]2)=[N:21][N:20]=1.CN(C(ON1N=NC2C=CC=CC1=2)=[N+](C)C)C.F[P-](F)(F)(F)(F)F. Product: [O:1]1[C:5]2[CH:6]=[CH:7][C:8]([C:10]3[S:11][CH:12]=[C:13]([C:15]([NH:18][C:19]4[S:23][C:22]([N:24]5[CH2:29][CH2:28][CH:27]([C:30]([O:32][CH2:33][CH3:34])=[O:31])[CH2:26][CH2:25]5)=[N:21][N:20]=4)=[O:17])[N:14]=3)=[CH:9][C:4]=2[CH2:3][CH2:2]1. The catalyst class is: 17.